Dataset: Full USPTO retrosynthesis dataset with 1.9M reactions from patents (1976-2016). Task: Predict the reactants needed to synthesize the given product. (1) The reactants are: [OH:1][CH2:2][CH2:3][N:4]1[CH2:8][CH2:7][CH2:6][CH2:5]1.C(N(CC)CC)C.[CH3:16][S:17](Cl)(=[O:19])=[O:18]. Given the product [CH3:16][S:17]([O:1][CH2:2][CH2:3][N:4]1[CH2:8][CH2:7][CH2:6][CH2:5]1)(=[O:19])=[O:18], predict the reactants needed to synthesize it. (2) Given the product [OH:34][C:33]1[CH:35]=[CH:36][CH:37]=[CH:38][C:32]=1[CH2:31][NH:20][CH2:19][C:16]1[CH:15]=[CH:14][C:13]([CH2:12][N:11]([CH2:10][C:2]2[NH:3][C:4]3[CH:9]=[CH:8][CH:7]=[CH:6][C:5]=3[N:1]=2)[CH:21]2[C:30]3[N:29]=[CH:28][CH:27]=[CH:26][C:25]=3[CH2:24][CH2:23][CH2:22]2)=[CH:18][CH:17]=1, predict the reactants needed to synthesize it. The reactants are: [NH:1]1[C:5]2[CH:6]=[CH:7][CH:8]=[CH:9][C:4]=2[N:3]=[C:2]1[CH2:10][N:11]([CH:21]1[C:30]2[N:29]=[CH:28][CH:27]=[CH:26][C:25]=2[CH2:24][CH2:23][CH2:22]1)[CH2:12][C:13]1[CH:18]=[CH:17][C:16]([CH2:19][NH2:20])=[CH:15][CH:14]=1.[CH:31](=O)[C:32]1[C:33](=[CH:35][CH:36]=[CH:37][CH:38]=1)[OH:34].[BH-](OC(C)=O)(OC(C)=O)OC(C)=O.[Na+]. (3) Given the product [CH3:16][O:15][C:11]1[C:10](/[CH:17]=[CH:18]/[O:19][CH3:20])=[C:9]([CH:14]=[CH:13][CH:12]=1)[O:8][C:4]1[CH:5]=[CH:6][CH:7]=[CH:2][N:3]=1, predict the reactants needed to synthesize it. The reactants are: Br[C:2]1[CH:7]=[CH:6][CH:5]=[C:4]([O:8][C:9]2[CH:14]=[CH:13][CH:12]=[C:11]([O:15][CH3:16])[C:10]=2/[CH:17]=[CH:18]/[O:19][CH3:20])[N:3]=1.[Li+].CCC[CH2-].CO.[NH4+]. (4) The reactants are: [NH2:1][C:2]1[CH:3]=[N:4][CH:5]=[CH:6][C:7]=1[N:8]1[CH2:13][C@H:12]([CH3:14])[C@@H:11]([O:15][Si:16]([C:19]([CH3:22])([CH3:21])[CH3:20])([CH3:18])[CH3:17])[C@H:10]([NH:23][C:24](=[O:26])[O-:25])[CH2:9]1.[Br:27][C:28]1[C:32]2=[N:33][C:34]([C:37]([OH:39])=O)=[CH:35][CH:36]=[C:31]2[O:30][CH:29]=1.CCN([CH:46]([CH3:48])[CH3:47])C(C)C.[CH3:49]N(C(ON1N=NC2C=CC=NC1=2)=[N+](C)C)C.F[P-](F)(F)(F)(F)F. Given the product [Br:27][C:28]1[C:32]2=[N:33][C:34]([C:37]([NH:1][C:2]3[CH:3]=[N:4][CH:5]=[CH:6][C:7]=3[N:8]3[CH2:13][C@H:12]([CH3:14])[C@@H:11]([O:15][Si:16]([C:19]([CH3:22])([CH3:20])[CH3:21])([CH3:18])[CH3:17])[C@H:10]([NH:23][C:24](=[O:25])[O:26][C:46]([CH3:48])([CH3:49])[CH3:47])[CH2:9]3)=[O:39])=[CH:35][CH:36]=[C:31]2[O:30][CH:29]=1, predict the reactants needed to synthesize it. (5) Given the product [N:9]1([C:2]2[CH2:6][CH2:5][C:4](=[O:7])[C:3]=2[CH3:8])[CH:13]=[CH:12][N:11]=[CH:10]1, predict the reactants needed to synthesize it. The reactants are: Cl[C:2]1[CH2:6][CH2:5][C:4](=[O:7])[C:3]=1[CH3:8].[NH:9]1[CH:13]=[CH:12][N:11]=[CH:10]1.